From a dataset of Full USPTO retrosynthesis dataset with 1.9M reactions from patents (1976-2016). Predict the reactants needed to synthesize the given product. (1) Given the product [CH:31]1([C:30]2[O:29][N:28]=[C:27]([C:34]3[CH:39]=[CH:38][CH:37]=[CH:36][C:35]=3[O:40][C:41]([F:42])([F:43])[F:44])[C:26]=2[CH2:25][O:24][CH:18]2[CH2:17][CH:16]3[N:23]([C:2]4[CH:3]=[CH:4][C:5]5[N:6]([CH:8]=[C:9]([C:11]([O:13][CH2:14][CH3:15])=[O:12])[N:10]=5)[N:7]=4)[CH:20]([CH2:21][CH2:22]3)[CH2:19]2)[CH2:32][CH2:33]1.[C:11]([OH:13])([C:41]([F:42])([F:43])[F:44])=[O:12], predict the reactants needed to synthesize it. The reactants are: Cl[C:2]1[CH:3]=[CH:4][C:5]2[N:6]([CH:8]=[C:9]([C:11]([O:13][CH2:14][CH3:15])=[O:12])[N:10]=2)[N:7]=1.[CH:16]12[NH:23][CH:20]([CH2:21][CH2:22]1)[CH2:19][CH:18]([O:24][CH2:25][C:26]1[C:27]([C:34]3[CH:39]=[CH:38][CH:37]=[CH:36][C:35]=3[O:40][C:41]([F:44])([F:43])[F:42])=[N:28][O:29][C:30]=1[CH:31]1[CH2:33][CH2:32]1)[CH2:17]2.[F-].[K+].O. (2) Given the product [Cl:8][C:6]1[N:5]=[C:4]([NH2:9])[N:3]=[C:2]([NH:13][CH:11]([CH3:12])[CH3:10])[CH:7]=1, predict the reactants needed to synthesize it. The reactants are: Cl[C:2]1[CH:7]=[C:6]([Cl:8])[N:5]=[C:4]([NH2:9])[N:3]=1.[CH3:10][CH:11]([NH2:13])[CH3:12].CCN(C(C)C)C(C)C.